Task: Predict the reaction yield, written as a fraction of the theoretical maximum amount of product (1.0 means a 100% yield; for example, 0.34 means a 34% yield).. Dataset: Reaction yield outcomes from USPTO patents with 853,638 reactions (1) The reactants are C([O:5][C:6]([N:8]1[C@@H:13]([C@@H:14]([OH:40])[C@@H:15]([NH:25][C:26](=[O:39])/[C:27](/[CH3:38])=[CH:28]/[C:29](=[O:37])[N:30]([CH2:34][CH2:35][CH3:36])[CH2:31][CH2:32][CH3:33])[CH2:16][C:17]2[CH:22]=[C:21]([F:23])[CH:20]=[C:19]([F:24])[CH:18]=2)[CH2:12][O:11][C@@H:10]([O:41][CH2:42][CH:43]2[CH2:48][CH2:47][CH2:46][CH2:45][CH2:44]2)[CH2:9]1)=[O:7])(C)(C)C.[ClH:49].C(OCC)C. The catalyst is FC(F)(F)C(O)=O.ClCCl. The product is [ClH:49].[CH:43]1([CH2:42][O:41][C@@H:10]2[O:11][CH2:12][C@H:13]([C@@H:14]([OH:40])[C@@H:15]([NH:25][C:26](=[O:39])/[C:27](/[CH3:38])=[CH:28]/[C:29](=[O:37])[N:30]([CH2:31][CH2:32][CH3:33])[CH2:34][CH2:35][CH3:36])[CH2:16][C:17]3[CH:22]=[C:21]([F:23])[CH:20]=[C:19]([F:24])[CH:18]=3)[N:8]([C:6]([OH:7])=[O:5])[CH2:9]2)[CH2:44][CH2:45][CH2:46][CH2:47][CH2:48]1. The yield is 0.973. (2) The reactants are CN(C=O)C.[N:6]1([C:11]2[CH:16]=[CH:15][C:14]([S:17]([OH:20])(=O)=[O:18])=[CH:13][CH:12]=2)[CH2:10][CH2:9][CH2:8][CH2:7]1.C(Cl)(=O)C([Cl:24])=O. The catalyst is ClCCl. The product is [N:6]1([C:11]2[CH:16]=[CH:15][C:14]([S:17]([Cl:24])(=[O:20])=[O:18])=[CH:13][CH:12]=2)[CH2:10][CH2:9][CH2:8][CH2:7]1. The yield is 0.190. (3) The reactants are C([CH2:3][C:4](Br)([CH3:8])[C:5]([OH:7])=[O:6])C.C(=O)(O)[O-].[Na+].[Br:15][C:16]1[C:22]([CH3:23])=[CH:21][C:19]([NH2:20])=[CH:18][C:17]=1[CH3:24].[C:25](OCC)(=O)[CH3:26]. No catalyst specified. The product is [Br:15][C:16]1[C:22]([CH3:23])=[CH:21][C:19]([NH:20][C:4]([CH3:3])([CH3:8])[C:5]([O:7][CH2:25][CH3:26])=[O:6])=[CH:18][C:17]=1[CH3:24]. The yield is 0.290. (4) The reactants are [Cl:1][C:2]1[CH:3]=[C:4]([CH3:30])[C:5]([CH2:8][N:9]([CH2:19][C:20]2[CH:27]=[CH:26][C:23]([C:24]#[N:25])=[CH:22][C:21]=2[CH2:28][OH:29])[C:10]([CH3:18])([C:12]2[CH:17]=[CH:16][CH:15]=[CH:14][N:13]=2)[CH3:11])=[N:6][CH:7]=1.[Li+].[BH4-].[OH-].[Na+].C(Cl)Cl. The catalyst is C1COCC1. The product is [NH2:25][CH2:24][C:23]1[CH:26]=[CH:27][C:20]([CH2:19][N:9]([CH2:8][C:5]2[C:4]([CH3:30])=[CH:3][C:2]([Cl:1])=[CH:7][N:6]=2)[C:10]([CH3:18])([C:12]2[CH:17]=[CH:16][CH:15]=[CH:14][N:13]=2)[CH3:11])=[C:21]([CH2:28][OH:29])[CH:22]=1. The yield is 0.480. (5) The reactants are C([O:5][C:6](=[O:32])[CH2:7][C@H:8]([CH2:24][C:25]1[CH:30]=[CH:29][C:28]([Cl:31])=[CH:27][CH:26]=1)[C:9]([N:11]1[C@H:15]([CH3:16])[C@H:14]([C:17]2[CH:22]=[CH:21][CH:20]=[CH:19][CH:18]=2)[O:13][C:12]1=[O:23])=[O:10])(C)(C)C.C(O)(C(F)(F)F)=O. The catalyst is C(Cl)Cl. The product is [Cl:31][C:28]1[CH:27]=[CH:26][C:25]([CH2:24][C@H:8]([C:9]([N:11]2[C@H:15]([CH3:16])[C@H:14]([C:17]3[CH:18]=[CH:19][CH:20]=[CH:21][CH:22]=3)[O:13][C:12]2=[O:23])=[O:10])[CH2:7][C:6]([OH:32])=[O:5])=[CH:30][CH:29]=1. The yield is 1.00. (6) The reactants are [O:1]=[C:2]1[C:6]2[C:7]([NH:26][C:27]3[CH:28]=[C:29]([CH3:33])[CH:30]=[CH:31][CH:32]=3)=[N:8][C:9]([NH:11][C@@H:12]3[CH2:17][CH2:16][CH2:15][CH2:14][C@@H:13]3[NH:18]C(=O)OC(C)(C)C)=[CH:10][C:5]=2[CH2:4][NH:3]1.Cl.O1CCOCC1. No catalyst specified. The product is [NH2:18][C@H:13]1[CH2:14][CH2:15][CH2:16][CH2:17][C@H:12]1[NH:11][C:9]1[N:8]=[C:7]([NH:26][C:27]2[CH:28]=[C:29]([CH3:33])[CH:30]=[CH:31][CH:32]=2)[C:6]2[C:2](=[O:1])[NH:3][CH2:4][C:5]=2[CH:10]=1. The yield is 0.257. (7) The reactants are [CH3:1][O:2][C:3]1[CH:4]=[C:5]([CH:11]=[CH:12][C:13]=1[O:14][CH2:15][C@@H:16]1[CH2:20][CH2:19][CH2:18][NH:17]1)[C:6]([O:8][CH2:9][CH3:10])=[O:7].[CH3:21][O:22][C:23]1[CH:24]=[C:25]([CH2:40][C:41](O)=[O:42])[CH:26]=[CH:27][C:28]=1[NH:29][C:30]([NH:32][C:33]1[CH:38]=[CH:37][CH:36]=[CH:35][C:34]=1[CH3:39])=[O:31].CCN(CC)CC. The catalyst is CN(C=O)C.CCOC(C)=O. The product is [CH3:1][O:2][C:3]1[CH:4]=[C:5]([CH:11]=[CH:12][C:13]=1[O:14][CH2:15][C@@H:16]1[CH2:20][CH2:19][CH2:18][N:17]1[C:41](=[O:42])[CH2:40][C:25]1[CH:26]=[CH:27][C:28]([NH:29][C:30]([NH:32][C:33]2[CH:38]=[CH:37][CH:36]=[CH:35][C:34]=2[CH3:39])=[O:31])=[C:23]([O:22][CH3:21])[CH:24]=1)[C:6]([O:8][CH2:9][CH3:10])=[O:7]. The yield is 0.950.